From a dataset of Peptide-MHC class II binding affinity with 134,281 pairs from IEDB. Regression. Given a peptide amino acid sequence and an MHC pseudo amino acid sequence, predict their binding affinity value. This is MHC class II binding data. The peptide sequence is AAPGAGYTPATPAAP. The MHC is DRB1_0101 with pseudo-sequence DRB1_0101. The binding affinity (normalized) is 0.491.